Dataset: Catalyst prediction with 721,799 reactions and 888 catalyst types from USPTO. Task: Predict which catalyst facilitates the given reaction. (1) Reactant: Cl[CH2:2][C:3]1[CH:4]=[C:5]([C:10]([O:12][CH3:13])=[O:11])[S:6][C:7]=1[CH2:8]Cl.[CH3:14][NH2:15].[CH3:16]O. Product: [CH3:14][N:15]1[CH2:2][C:3]2[CH:4]=[C:5]([C:10]([O:12][CH2:13][CH3:16])=[O:11])[S:6][C:7]=2[CH2:8]1. The catalyst class is: 10. (2) The catalyst class is: 257. Reactant: [F:1][C:2]1[CH:3]=[C:4]([CH:6]=[CH:7][C:8]=1[O:9][C:10]1[CH:15]=[CH:14][N:13]=[C:12]2[CH:16]=[C:17](I)[S:18][C:11]=12)[NH2:5].C(=O)([O-])[O-].[Cs+].[Cs+].[N:26]1([C:32]([C:34]2[CH:39]=[CH:38][C:37](B(O)O)=[CH:36][CH:35]=2)=[O:33])[CH2:31][CH2:30][O:29][CH2:28][CH2:27]1.COCCOC. Product: [NH2:5][C:4]1[CH:6]=[CH:7][C:8]([O:9][C:10]2[CH:15]=[CH:14][N:13]=[C:12]3[CH:16]=[C:17]([C:37]4[CH:36]=[CH:35][C:34]([C:32]([N:26]5[CH2:31][CH2:30][O:29][CH2:28][CH2:27]5)=[O:33])=[CH:39][CH:38]=4)[S:18][C:11]=23)=[C:2]([F:1])[CH:3]=1.